Regression. Given a peptide amino acid sequence and an MHC pseudo amino acid sequence, predict their binding affinity value. This is MHC class I binding data. From a dataset of Peptide-MHC class I binding affinity with 185,985 pairs from IEDB/IMGT. (1) The binding affinity (normalized) is 0. The MHC is Mamu-B08 with pseudo-sequence Mamu-B08. The peptide sequence is WIQLGLQKC. (2) The peptide sequence is SRLIFSGL. The MHC is H-2-Kb with pseudo-sequence H-2-Kb. The binding affinity (normalized) is 0.621. (3) The peptide sequence is FSLESDSIK. The MHC is HLA-A03:01 with pseudo-sequence HLA-A03:01. The binding affinity (normalized) is 0.320. (4) The peptide sequence is RVNKGTGVK. The binding affinity (normalized) is 0.0847. The MHC is HLA-B35:01 with pseudo-sequence HLA-B35:01. (5) The peptide sequence is ASSSNYNTY. The MHC is HLA-A30:01 with pseudo-sequence HLA-A30:01. The binding affinity (normalized) is 0.571. (6) The peptide sequence is LLLFADINGK. The MHC is HLA-A31:01 with pseudo-sequence HLA-A31:01. The binding affinity (normalized) is 0.0673. (7) The peptide sequence is DEALKMTMAS. The MHC is HLA-B44:02 with pseudo-sequence HLA-B44:02. The binding affinity (normalized) is 0.138. (8) The peptide sequence is SFSFGGFTF. The MHC is HLA-A02:01 with pseudo-sequence HLA-A02:01. The binding affinity (normalized) is 0.0233. (9) The peptide sequence is QAGFFLLTR. The MHC is HLA-A02:06 with pseudo-sequence HLA-A02:06. The binding affinity (normalized) is 0.222.